Dataset: Full USPTO retrosynthesis dataset with 1.9M reactions from patents (1976-2016). Task: Predict the reactants needed to synthesize the given product. (1) Given the product [NH2:3][CH:12]1[CH2:21][CH2:20][C:19]2[CH:18]=[C:17]([S:22][C:23](=[O:27])[N:24]([CH3:25])[CH3:26])[CH:16]=[CH:15][C:14]=2[CH2:13]1, predict the reactants needed to synthesize it. The reactants are: O=C1C2C(=CC=CC=2)C(=O)[N:3]1[CH:12]1[CH2:21][CH2:20][C:19]2[CH:18]=[C:17]([S:22][C:23](=[O:27])[N:24]([CH3:26])[CH3:25])[CH:16]=[CH:15][C:14]=2[CH2:13]1.NN. (2) Given the product [N:1]1([C:7]2[CH:12]=[CH:11][C:10]([C:13]3[C:21]4[S:20][C:19]([C:22]([OH:24])=[O:23])=[CH:18][C:17]=4[CH:16]=[CH:15][CH:14]=3)=[CH:9][CH:8]=2)[CH2:6][CH2:5][O:4][CH2:3][CH2:2]1, predict the reactants needed to synthesize it. The reactants are: [N:1]1([C:7]2[CH:12]=[CH:11][C:10]([C:13]3[C:21]4[S:20][C:19]([C:22]([O:24]C)=[O:23])=[CH:18][C:17]=4[CH:16]=[CH:15][CH:14]=3)=[CH:9][CH:8]=2)[CH2:6][CH2:5][O:4][CH2:3][CH2:2]1.[OH-].[K+]. (3) Given the product [CH2:25]1[C:24]2[C:21]3[CH:22]=[CH:23][C:18]([N:3]4[CH:4]=[CH:5][C:6]([C:8]5[CH:13]=[CH:12][C:11]([C:14]([F:17])([F:15])[F:16])=[CH:10][N:9]=5)=[CH:7][C:2]4=[O:1])=[CH:19][C:20]=3[O:30][C:29]=2[CH2:28][CH2:27][NH:26]1, predict the reactants needed to synthesize it. The reactants are: [O:1]=[C:2]1[CH:7]=[C:6]([C:8]2[CH:13]=[CH:12][C:11]([C:14]([F:17])([F:16])[F:15])=[CH:10][N:9]=2)[CH:5]=[CH:4][N:3]1[C:18]1[CH:23]=[CH:22][C:21]2[C:24]3[CH2:25][N:26](C(OC(C)(C)C)=O)[CH2:27][CH2:28][C:29]=3[O:30][C:20]=2[CH:19]=1.Cl.C([O-])(O)=O.[Na+].